Task: Predict the reactants needed to synthesize the given product.. Dataset: Full USPTO retrosynthesis dataset with 1.9M reactions from patents (1976-2016) (1) Given the product [Cl:1][C:2]1[CH:7]=[C:6]([Cl:8])[CH:5]=[CH:4][C:3]=1[C@H:9]([OH:11])[CH3:10], predict the reactants needed to synthesize it. The reactants are: [Cl:1][C:2]1[CH:7]=[C:6]([Cl:8])[CH:5]=[CH:4][C:3]=1[C:9](=[O:11])[CH3:10].B(Cl)([C@@H]1[C@@H](C)[C@H]2C(C)(C)[C@H](C2)C1)[C@@H]1[C@@H](C)[C@H]2C(C)(C)[C@H](C2)C1.N(CCO)CCO. (2) Given the product [CH3:1][C:2]1[C:6]([CH3:7])=[C:5]([CH2:8][OH:9])[S:4][C:3]=1[CH2:12][OH:13], predict the reactants needed to synthesize it. The reactants are: [CH3:1][C:2]1[C:6]([CH3:7])=[C:5]([C:8](OC)=[O:9])[S:4][C:3]=1[C:12](OC)=[O:13].[H-].[Al+3].[Li+].[H-].[H-].[H-].S([O-])([O-])(=O)=O.[Na+].[Na+]. (3) The reactants are: Cl.[NH2:2][CH2:3][C:4]([C:6]1[C:11]([Cl:12])=[CH:10][C:9]([Cl:13])=[CH:8][N:7]=1)=[O:5].[F:14][C:15]([F:26])([F:25])[C:16]1[CH:24]=[CH:23][CH:22]=[CH:21][C:17]=1[C:18](Cl)=[O:19].C(=O)([O-])[O-].[K+].[K+]. Given the product [Cl:12][C:11]1[C:6]([C:4](=[O:5])[CH2:3][NH:2][C:18](=[O:19])[C:17]2[CH:21]=[CH:22][CH:23]=[CH:24][C:16]=2[C:15]([F:14])([F:25])[F:26])=[N:7][CH:8]=[C:9]([Cl:13])[CH:10]=1, predict the reactants needed to synthesize it. (4) The reactants are: F[C:2](F)(F)[C:3](O)=O.[CH3:8][CH:9]([O:11][C:12]1[CH:19]=[CH:18][C:17]([CH:20]2[N:24](C3C(C)=C4C(=CC=3)CNCC4)[N:23]=[CH:22][S:21]2)=[CH:16][C:13]=1[C:14]#[N:15])[CH3:10].[CH3:36][C:37]1([CH3:44])[O:42][CH2:41][C:40](=O)[CH2:39][O:38]1.C(O[BH-](O[C:55](=O)[CH3:56])OC(=O)C)(=O)C.[Na+].C(=O)([O-])O.[Na+]. Given the product [CH3:44][C:37]1([CH3:36])[O:38][CH2:39][CH:40]([N:15]2[CH2:56][CH2:55][C:16]3[C:13](=[CH:12][CH:19]=[C:18]([C:22]4[S:21][C:20]([C:17]5[CH:18]=[CH:19][C:12]([O:11][CH:9]([CH3:8])[CH3:10])=[C:13]([CH:16]=5)[C:14]#[N:15])=[N:24][N:23]=4)[C:3]=3[CH3:2])[CH2:14]2)[CH2:41][O:42]1, predict the reactants needed to synthesize it. (5) Given the product [C:33]([N:14]1[CH2:15][CH2:16][CH2:17][CH:12]([C:6]2([CH2:18][C:19]3[CH:24]=[CH:23][CH:22]=[C:21]([Cl:25])[CH:20]=3)[C:5]3[C:9](=[CH:10][C:2]([Cl:1])=[CH:3][CH:4]=3)[NH:8][C:7]2=[O:11])[CH2:13]1)(=[O:35])[CH3:34], predict the reactants needed to synthesize it. The reactants are: [Cl:1][C:2]1[CH:10]=[C:9]2[C:5]([C:6]([CH2:18][C:19]3[CH:24]=[CH:23][CH:22]=[C:21]([Cl:25])[CH:20]=3)([CH:12]3[CH2:17][CH2:16][CH2:15][NH:14][CH2:13]3)[C:7](=[O:11])[NH:8]2)=[CH:4][CH:3]=1.C(N(CC)CC)C.[C:33](Cl)(=[O:35])[CH3:34].